This data is from Peptide-MHC class II binding affinity with 134,281 pairs from IEDB. The task is: Regression. Given a peptide amino acid sequence and an MHC pseudo amino acid sequence, predict their binding affinity value. This is MHC class II binding data. The peptide sequence is WLACGVDNFCVKVLAK. The MHC is DRB3_0101 with pseudo-sequence DRB3_0101. The binding affinity (normalized) is 0.448.